Task: Predict the product of the given reaction.. Dataset: Forward reaction prediction with 1.9M reactions from USPTO patents (1976-2016) (1) Given the reactants I[Si](C)(C)C.C[O:7][C:8]1[CH:9]=[C:10]2[C:14](=[CH:15][C:16]=1[O:17]C)[CH:13]([CH3:19])[CH2:12][CH2:11]2.O, predict the reaction product. The product is: [CH3:19][CH:13]1[C:14]2[C:10](=[CH:9][C:8]([OH:7])=[C:16]([OH:17])[CH:15]=2)[CH2:11][CH2:12]1. (2) Given the reactants [Br:1][C:2]1[S:6][C:5]([C:7]#[N:8])=[CH:4][CH:3]=1.[NH2:9][C:10]1[CH2:14][CH2:13][CH2:12][C:11]=1[C:15]([O:17]C)=O.CC([O-])(C)C.[K+:24], predict the reaction product. The product is: [Br:1][C:2]1[S:6][C:5]([C:7]2[N:8]=[C:15]([O-:17])[C:11]3[CH2:12][CH2:13][CH2:14][C:10]=3[N:9]=2)=[CH:4][CH:3]=1.[K+:24]. (3) Given the reactants [CH2:1]([O:8][CH2:9][C@@H:10]([C:19](O)=[O:20])[NH:11][C:12]([O:14][C:15]([CH3:18])([CH3:17])[CH3:16])=[O:13])[C:2]1[CH:7]=[CH:6][CH:5]=[CH:4][CH:3]=1.C(N(CC)CC)C.ClC(OCC)=O, predict the reaction product. The product is: [CH2:1]([O:8][CH2:9][C@H:10]([NH:11][C:12](=[O:13])[O:14][C:15]([CH3:17])([CH3:16])[CH3:18])[CH2:19][OH:20])[C:2]1[CH:3]=[CH:4][CH:5]=[CH:6][CH:7]=1.